The task is: Predict the reaction yield, written as a fraction of the theoretical maximum amount of product (1.0 means a 100% yield; for example, 0.34 means a 34% yield).. This data is from Reaction yield outcomes from USPTO patents with 853,638 reactions. (1) The reactants are [CH3:1][O:2][C:3]1[C:4]2[N:11]=[C:10]([N:12]=[C:13](SC)SC)[S:9][C:5]=2[N:6]=[CH:7][N:8]=1.Cl.Cl.[NH2:20][CH2:21][C@@:22]1([OH:30])[CH:27]2[CH2:28][CH2:29][N:24]([CH2:25][CH2:26]2)[CH2:23]1.C(=O)([O-])[O-].[Cs+].[Cs+].O. The catalyst is CN(C=O)C. The product is [CH3:1][O:2][C:3]1[C:4]2[N:11]=[C:10]([NH:12][C:13]3[O:30][C@:22]4([CH2:21][N:20]=3)[CH:27]3[CH2:28][CH2:29][N:24]([CH2:25][CH2:26]3)[CH2:23]4)[S:9][C:5]=2[N:6]=[CH:7][N:8]=1. The yield is 0.510. (2) The reactants are C([O:3][C:4]([C@H:6]1[C@H:11]([N:12]([CH2:14][C:15]2[CH:20]=[CH:19][CH:18]=[CH:17][CH:16]=2)[CH3:13])[CH2:10][CH2:9][N:8]([CH2:21][CH2:22][C:23]2[CH:28]=[CH:27][C:26]([F:29])=[CH:25][CH:24]=2)[CH2:7]1)=O)C.[H-].[Al+3].[Li+].[H-].[H-].[H-].O.[OH-].[Na+]. The catalyst is O1CCCC1. The product is [CH2:14]([N:12]([CH3:13])[C@@H:11]1[CH2:10][CH2:9][N:8]([CH2:21][CH2:22][C:23]2[CH:28]=[CH:27][C:26]([F:29])=[CH:25][CH:24]=2)[CH2:7][C@H:6]1[CH2:4][OH:3])[C:15]1[CH:20]=[CH:19][CH:18]=[CH:17][CH:16]=1. The yield is 0.900.